From a dataset of Full USPTO retrosynthesis dataset with 1.9M reactions from patents (1976-2016). Predict the reactants needed to synthesize the given product. (1) Given the product [Cl:18][C:14]1[N:15]=[C:16]([Cl:17])[C:11]2[CH2:10][N:9]([C:29]([O:31][CH:32]([Cl:34])[CH3:33])=[O:30])[CH2:20][CH2:19][C:12]=2[N:13]=1, predict the reactants needed to synthesize it. The reactants are: Cl.C([N:9]1[CH2:20][CH2:19][C:12]2[N:13]=[C:14]([Cl:18])[N:15]=[C:16]([Cl:17])[C:11]=2[CH2:10]1)C1C=CC=CC=1.C(N(CC)CC)C.Cl[C:29]([O:31][CH:32]([Cl:34])[CH3:33])=[O:30].O. (2) Given the product [CH2:25]([O:24][C:7]1[CH:8]=[CH:9][C:10]2[C:11]3[N:12]([CH2:13][C:14]([NH:17][C:18]([NH:20][CH:21]([CH3:23])[CH3:22])=[O:19])([CH3:16])[CH3:15])[C:33]([CH2:32][O:39][CH2:40][CH3:49])=[N:1][C:2]=3[CH:3]=[N:4][C:5]=2[CH:6]=1)[C:26]1[CH:27]=[CH:28][CH:29]=[CH:30][CH:31]=1, predict the reactants needed to synthesize it. The reactants are: [NH2:1][C:2]1[CH:3]=[N:4][C:5]2[C:10]([C:11]=1[NH:12][CH2:13][C:14]([NH:17][C:18]([NH:20][CH:21]([CH3:23])[CH3:22])=[O:19])([CH3:16])[CH3:15])=[CH:9][CH:8]=[C:7]([O:24][CH2:25][C:26]1[CH:31]=[CH:30][CH:29]=[CH:28][CH:27]=1)[CH:6]=2.[CH2:32]([O:39][C:40]1C=CC2C3N(CC(N(C(C)C)C(N)=O)(C)C)C(COCC)=NC=3C=NC=2[CH:49]=1)[C:33]1C=CC=CC=1. (3) The reactants are: Br[C:2]1[C:10]2[O:9][CH2:8][O:7][C:6]=2[CH:5]=[CH:4][CH:3]=1.[I:11][C:12]1[CH:13]=[C:14]2[C:18](=[CH:19][CH:20]=1)[NH:17][C:16](=[O:21])[C:15]2=[O:22]. Given the product [O:7]1[C:6]2[CH:5]=[CH:4][CH:3]=[C:2]([C:15]3([OH:22])[C:14]4[C:18](=[CH:19][CH:20]=[C:12]([I:11])[CH:13]=4)[NH:17][C:16]3=[O:21])[C:10]=2[O:9][CH2:8]1, predict the reactants needed to synthesize it. (4) Given the product [NH:5]1[CH2:20][CH2:19][CH2:18][C:6]1([C:7]([O:9][CH2:10][CH3:11])=[O:8])[C:12]([O:14][CH2:15][CH3:16])=[O:13], predict the reactants needed to synthesize it. The reactants are: [O-]CC.[Na+].[NH2:5][CH:6]([C:12]([O:14][CH2:15][CH3:16])=[O:13])[C:7]([O:9][CH2:10][CH3:11])=[O:8].Br[CH2:18][CH2:19][CH2:20]Br. (5) Given the product [CH2:2]([O:4][C:5]([C:7]1[C:11]([C:12]2[CH:13]=[CH:14][C:15]([O:18][CH2:19][C:20]([CH2:35][CH:31]=[CH2:32])([OH:22])[CH2:26][CH:27]=[CH2:28])=[CH:16][CH:17]=2)=[CH:10][S:9][C:8]=1[NH2:25])=[O:6])[CH3:3], predict the reactants needed to synthesize it. The reactants are: Cl.[CH2:2]([O:4][C:5]([C:7]1[C:11]([C:12]2[CH:17]=[CH:16][C:15]([O:18][CH2:19][C:20]([O:22]CC)=O)=[CH:14][CH:13]=2)=[CH:10][S:9][C:8]=1[NH2:25])=[O:6])[CH3:3].[CH2:26]([Mg]Cl)[CH:27]=[CH2:28].[CH2:31]1[CH2:35]OC[CH2:32]1. (6) The reactants are: C[O:2][C:3](=[O:30])[CH2:4][N:5]([S:15]([C:18]1[CH:23]=[CH:22][C:21]([O:24][CH2:25][CH2:26][CH2:27][CH2:28][F:29])=[CH:20][CH:19]=1)(=[O:17])=[O:16])[CH2:6][C:7]1[CH:12]=[CH:11][C:10]([O:13][CH3:14])=[CH:9][CH:8]=1.Cl. Given the product [F:29][CH2:28][CH2:27][CH2:26][CH2:25][O:24][C:21]1[CH:22]=[CH:23][C:18]([S:15]([N:5]([CH2:4][C:3]([OH:30])=[O:2])[CH2:6][C:7]2[CH:8]=[CH:9][C:10]([O:13][CH3:14])=[CH:11][CH:12]=2)(=[O:17])=[O:16])=[CH:19][CH:20]=1, predict the reactants needed to synthesize it. (7) Given the product [CH3:34][C:27]1([CH3:35])[C@@H:26]([C:24]([O:23][C@H:14]2[CH2:13][CH2:12][C@@:11]3([CH3:36])[C@@H:16]([CH2:17][CH2:18][C@:19]4([CH3:20])[C@@H:10]3[CH2:9][CH2:8][C@H:7]3[C@@:2]4([CH3:1])[CH2:3][CH2:4][C@@:5]4([C:43]5[O:44][C:45]([C:48]6[CH:53]=[CH:52][CH:51]=[CH:50][CH:49]=6)=[N:46][N:47]=5)[CH2:39][CH2:38][C@@H:37]([C:40]([CH3:42])=[CH2:41])[C@@H:6]43)[C:15]2([CH3:22])[CH3:21])=[O:25])[C@H:28]1[CH2:29][C:30]([OH:32])=[O:31], predict the reactants needed to synthesize it. The reactants are: [CH3:1][C@:2]12[C@@:19]3([CH3:20])[C@@H:10]([C@:11]4([CH3:36])[C@@H:16]([CH2:17][CH2:18]3)[C:15]([CH3:22])([CH3:21])[C@@H:14]([O:23][C:24]([C@H:26]3[C@@H:28]([CH2:29][C:30]([O:32]C)=[O:31])[C:27]3([CH3:35])[CH3:34])=[O:25])[CH2:13][CH2:12]4)[CH2:9][CH2:8][C@@H:7]1[C@H:6]1[C@H:37]([C:40]([CH3:42])=[CH2:41])[CH2:38][CH2:39][C@:5]1([C:43]1[O:44][C:45]([C:48]3[CH:53]=[CH:52][CH:51]=[CH:50][CH:49]=3)=[N:46][N:47]=1)[CH2:4][CH2:3]2.O.